This data is from Reaction yield outcomes from USPTO patents with 853,638 reactions. The task is: Predict the reaction yield, written as a fraction of the theoretical maximum amount of product (1.0 means a 100% yield; for example, 0.34 means a 34% yield). (1) The reactants are [H-].[Al+3].[Li+].[H-].[H-].[H-].[F:7][C:8]1([C:21](OCC)=[O:22])[CH2:13][CH2:12][N:11]([C:14]([O:16][C:17]([CH3:20])([CH3:19])[CH3:18])=[O:15])[CH2:10][CH2:9]1.CCOCC. The catalyst is C1COCC1.C(Cl)(Cl)Cl. The product is [F:7][C:8]1([CH2:21][OH:22])[CH2:9][CH2:10][N:11]([C:14]([O:16][C:17]([CH3:18])([CH3:19])[CH3:20])=[O:15])[CH2:12][CH2:13]1. The yield is 0.690. (2) The reactants are [CH3:1][C:2]1[CH2:11][C:6]2([CH2:10][CH2:9][CH2:8][CH2:7]2)[O:5][CH2:4][CH:3]=1.[H][H]. The catalyst is [Ni].[Pd].C(O)(C)C. The product is [CH3:1][CH:2]1[CH2:11][C:6]2([CH2:7][CH2:8][CH2:9][CH2:10]2)[O:5][CH2:4][CH2:3]1. The yield is 0.950. (3) The reactants are [Cl:1][C:2]1[CH:7]=[C:6]([Cl:8])[CH:5]=[CH:4][C:3]=1[C:9]1[N:10]=[C:11](/[CH:18]=[CH:19]/[C:20]2[CH:25]=[CH:24][C:23]([O:26][CH3:27])=[CH:22][CH:21]=2)[N:12]([CH2:14][C:15]([OH:17])=O)[CH:13]=1.[F:28][C:29]1[CH:37]=[CH:36][C:32]([CH2:33][CH2:34][NH2:35])=[CH:31][CH:30]=1. No catalyst specified. The product is [Cl:1][C:2]1[CH:7]=[C:6]([Cl:8])[CH:5]=[CH:4][C:3]=1[C:9]1[N:10]=[C:11](/[CH:18]=[CH:19]/[C:20]2[CH:25]=[CH:24][C:23]([O:26][CH3:27])=[CH:22][CH:21]=2)[N:12]([CH2:14][C:15]([NH:35][CH2:34][CH2:33][C:32]2[CH:36]=[CH:37][C:29]([F:28])=[CH:30][CH:31]=2)=[O:17])[CH:13]=1. The yield is 0.910. (4) The catalyst is CCO.CN(C=O)C.O. The yield is 0.560. The reactants are [C:1]([O:5][C:6]([N:8]1[CH2:13][CH2:12][CH:11]([C:14]2[N:18]=[C:17]([NH:19][C:20]3[CH:25]=[C:24]([O:26][C:27]4[C:28]([CH3:39])=[N:29][CH:30]=[C:31]([C:37]=4[CH3:38])[C:32](OCC)=[O:33])[C:23]([Br:40])=[CH:22][N:21]=3)[S:16][N:15]=2)[CH2:10][CH2:9]1)=[O:7])([CH3:4])([CH3:3])[CH3:2].[OH-].[Na+].[CH3:43][N:44]([CH3:48])[CH2:45][CH2:46][NH2:47].Cl.CN(C)CCCN=C=NCC.C1C=CC2N(O)N=NC=2C=1.O. The product is [CH3:43][N:44]([CH3:48])[CH2:45][CH2:46][NH:47][C:32]([C:31]1[C:37]([CH3:38])=[C:27]([O:26][C:24]2[C:23]([Br:40])=[CH:22][N:21]=[C:20]([NH:19][C:17]3[S:16][N:15]=[C:14]([CH:11]4[CH2:10][CH2:9][N:8]([C:6]([O:5][C:1]([CH3:4])([CH3:2])[CH3:3])=[O:7])[CH2:13][CH2:12]4)[N:18]=3)[CH:25]=2)[C:28]([CH3:39])=[N:29][CH:30]=1)=[O:33].